This data is from Merck oncology drug combination screen with 23,052 pairs across 39 cell lines. The task is: Regression. Given two drug SMILES strings and cell line genomic features, predict the synergy score measuring deviation from expected non-interaction effect. (1) Drug 1: CN(Cc1cnc2nc(N)nc(N)c2n1)c1ccc(C(=O)NC(CCC(=O)O)C(=O)O)cc1. Drug 2: C#Cc1cccc(Nc2ncnc3cc(OCCOC)c(OCCOC)cc23)c1. Cell line: COLO320DM. Synergy scores: synergy=5.20. (2) Drug 1: COC1CC2CCC(C)C(O)(O2)C(=O)C(=O)N2CCCCC2C(=O)OC(C(C)CC2CCC(OP(C)(C)=O)C(OC)C2)CC(=O)C(C)C=C(C)C(O)C(OC)C(=O)C(C)CC(C)C=CC=CC=C1C. Drug 2: CCC1(O)C(=O)OCc2c1cc1n(c2=O)Cc2cc3c(CN(C)C)c(O)ccc3nc2-1. Cell line: COLO320DM. Synergy scores: synergy=8.30. (3) Cell line: OV90. Drug 2: Cn1cc(-c2cnn3c(N)c(Br)c(C4CCCNC4)nc23)cn1. Drug 1: O=C(O)C1(Cc2cccc(Nc3nccs3)n2)CCC(Oc2cccc(Cl)c2F)CC1. Synergy scores: synergy=-5.52. (4) Drug 1: Nc1ccn(C2OC(CO)C(O)C2(F)F)c(=O)n1. Drug 2: NC(=O)c1cccc2cn(-c3ccc(C4CCCNC4)cc3)nc12. Cell line: SKMES1. Synergy scores: synergy=-17.5. (5) Drug 1: CC(=O)OC1C(=O)C2(C)C(O)CC3OCC3(OC(C)=O)C2C(OC(=O)c2ccccc2)C2(O)CC(OC(=O)C(O)C(NC(=O)c3ccccc3)c3ccccc3)C(C)=C1C2(C)C. Drug 2: O=C(CCCCCCC(=O)Nc1ccccc1)NO. Cell line: A2058. Synergy scores: synergy=-27.8. (6) Drug 1: Cc1nc(Nc2ncc(C(=O)Nc3c(C)cccc3Cl)s2)cc(N2CCN(CCO)CC2)n1. Drug 2: Cn1c(=O)n(-c2ccc(C(C)(C)C#N)cc2)c2c3cc(-c4cnc5ccccc5c4)ccc3ncc21. Cell line: MDAMB436. Synergy scores: synergy=48.0. (7) Drug 1: NC(=O)c1cccc2cn(-c3ccc(C4CCCNC4)cc3)nc12. Drug 2: CCc1cnn2c(NCc3ccc[n+]([O-])c3)cc(N3CCCCC3CCO)nc12. Cell line: A2058. Synergy scores: synergy=-3.32. (8) Drug 1: CN(Cc1cnc2nc(N)nc(N)c2n1)c1ccc(C(=O)NC(CCC(=O)O)C(=O)O)cc1. Drug 2: O=C(NOCC(O)CO)c1ccc(F)c(F)c1Nc1ccc(I)cc1F. Cell line: UACC62. Synergy scores: synergy=-15.1. (9) Drug 1: CS(=O)(=O)CCNCc1ccc(-c2ccc3ncnc(Nc4ccc(OCc5cccc(F)c5)c(Cl)c4)c3c2)o1. Drug 2: CC(C)CC(NC(=O)C(Cc1ccccc1)NC(=O)c1cnccn1)B(O)O. Cell line: RKO. Synergy scores: synergy=20.1. (10) Drug 1: CCC1(O)CC2CN(CCc3c([nH]c4ccccc34)C(C(=O)OC)(c3cc4c(cc3OC)N(C)C3C(O)(C(=O)OC)C(OC(C)=O)C5(CC)C=CCN6CCC43C65)C2)C1. Drug 2: O=C(CCCCCCC(=O)Nc1ccccc1)NO. Cell line: ZR751. Synergy scores: synergy=-40.8.